This data is from Peptide-MHC class II binding affinity with 134,281 pairs from IEDB. The task is: Regression. Given a peptide amino acid sequence and an MHC pseudo amino acid sequence, predict their binding affinity value. This is MHC class II binding data. (1) The peptide sequence is PKISFEPIPIHYCAPAGFAI. The MHC is DRB1_0401 with pseudo-sequence DRB1_0401. The binding affinity (normalized) is 0.519. (2) The MHC is DRB1_1302 with pseudo-sequence DRB1_1302. The peptide sequence is SQDLELSWNLNGLQVY. The binding affinity (normalized) is 0.593. (3) The peptide sequence is KRHRLIGAVVLAVSV. The MHC is HLA-DPA10201-DPB11401 with pseudo-sequence HLA-DPA10201-DPB11401. The binding affinity (normalized) is 0.808. (4) The peptide sequence is YDKFHANVSTVLTGK. The MHC is DRB3_0202 with pseudo-sequence DRB3_0202. The binding affinity (normalized) is 0.897. (5) The peptide sequence is PTPVNIIGRNMLTQIGC. The MHC is HLA-DQA10102-DQB10502 with pseudo-sequence HLA-DQA10102-DQB10502. The binding affinity (normalized) is 0.207.